From a dataset of Full USPTO retrosynthesis dataset with 1.9M reactions from patents (1976-2016). Predict the reactants needed to synthesize the given product. (1) Given the product [Br:15][C:10]1[CH:9]=[CH:8][C:7]2[N:6]([CH2:16][CH:17]([OH:29])[CH2:18][N:19]3[CH2:20][CH2:21][N:22]([CH2:25][CH:26]([OH:27])[CH2:28][NH:31][CH3:30])[CH2:23][CH2:24]3)[C:5]3[C:13]([C:12]=2[CH:11]=1)=[CH:14][C:2]([Br:1])=[CH:3][CH:4]=3, predict the reactants needed to synthesize it. The reactants are: [Br:1][C:2]1[CH:3]=[CH:4][C:5]2[N:6]([CH2:16][CH:17]([OH:29])[CH2:18][N:19]3[CH2:24][CH2:23][N:22]([CH2:25][CH:26]4[CH2:28][O:27]4)[CH2:21][CH2:20]3)[C:7]3[C:12]([C:13]=2[CH:14]=1)=[CH:11][C:10]([Br:15])=[CH:9][CH:8]=3.[CH3:30][NH2:31]. (2) Given the product [F:16][C:17]([CH:18]([O:20][C:8]1[CH:15]=[CH:14][C:11]([C:12]#[N:13])=[CH:10][CH:9]=1)[CH3:19])([F:25])[C:21]([F:24])([F:23])[F:22], predict the reactants needed to synthesize it. The reactants are: C(=O)([O-])[O-].[K+].[K+].F[C:8]1[CH:15]=[CH:14][C:11]([C:12]#[N:13])=[CH:10][CH:9]=1.[F:16][C:17]([F:25])([C:21]([F:24])([F:23])[F:22])[CH:18]([OH:20])[CH3:19]. (3) The reactants are: [ClH:1].[Cl:2][C:3]1[CH:4]=[CH:5][CH:6]=[C:7]2[C:12]=1[N:11]=[C:10]([C:13]1[N:17]([CH3:18])[CH:16]=[N:15][CH:14]=1)[C:9]([CH2:19][NH:20][C:21]1[N:29]=[CH:28][N:27]=[C:26]3[C:22]=1[N:23]=[CH:24][NH:25]3)=[CH:8]2. Given the product [ClH:2].[ClH:1].[Cl:2][C:3]1[CH:4]=[CH:5][CH:6]=[C:7]2[C:12]=1[N:11]=[C:10]([C:13]1[N:17]([CH3:18])[CH:16]=[N:15][CH:14]=1)[C:9]([CH2:19][NH:20][C:21]1[N:29]=[CH:28][N:27]=[C:26]3[C:22]=1[N:23]=[CH:24][NH:25]3)=[CH:8]2, predict the reactants needed to synthesize it.